From a dataset of Reaction yield outcomes from USPTO patents with 853,638 reactions. Predict the reaction yield, written as a fraction of the theoretical maximum amount of product (1.0 means a 100% yield; for example, 0.34 means a 34% yield). (1) The reactants are [OH-].[K+].[I-].[NH2:4][N+:5]1[CH:10]=[CH:9][CH:8]=[CH:7][CH:6]=1.[F:11][C:12]([F:21])([F:20])[C:13]#[C:14][C:15]([O:17][CH2:18][CH3:19])=[O:16]. The catalyst is O.ClCCl. The product is [F:11][C:12]([F:20])([F:21])[C:13]1[C:14]([C:15]([O:17][CH2:18][CH3:19])=[O:16])=[C:6]2[CH:7]=[CH:8][CH:9]=[CH:10][N:5]2[N:4]=1. The yield is 0.730. (2) The reactants are [F:1][C:2]1[CH:23]=[C:22]([F:24])[CH:21]=[C:20]([F:25])[C:3]=1[C:4]([NH:6][C:7]1[CH:12]=[CH:11][CH:10]=[C:9]([O:13][CH:14]2[CH2:19][CH2:18][NH:17][CH2:16][CH2:15]2)[N:8]=1)=[O:5].[CH:26](=O)[CH2:27][CH3:28].C(O)(=O)C. The catalyst is C1COCC1. The product is [F:25][C:20]1[CH:21]=[C:22]([F:24])[CH:23]=[C:2]([F:1])[C:3]=1[C:4]([NH:6][C:7]1[CH:12]=[CH:11][CH:10]=[C:9]([O:13][CH:14]2[CH2:15][CH2:16][N:17]([CH2:26][CH2:27][CH3:28])[CH2:18][CH2:19]2)[N:8]=1)=[O:5]. The yield is 0.690. (3) The reactants are [C:1]([C@H:5]1[CH2:10][CH2:9][C@H:8]([O:11][C:12]2[CH:13]=[C:14]3[C:19](=[CH:20][CH:21]=2)[CH:18]=[C:17](C=O)[CH:16]=[CH:15]3)[CH2:7][CH2:6]1)([CH3:4])([CH3:3])[CH3:2].[CH3:24][NH:25][CH2:26][C:27]([O:29][CH2:30][CH3:31])=[O:28].[BH3-][C:33]#N.[Na+]. The catalyst is C(O)C. The product is [C:1]([C@H:5]1[CH2:10][CH2:9][C@H:8]([O:11][C:12]2[CH:13]=[C:14]3[C:19](=[CH:20][CH:21]=2)[CH:18]=[C:17]([CH2:24][N:25]([CH3:33])[CH2:26][C:27]([O:29][CH2:30][CH3:31])=[O:28])[CH:16]=[CH:15]3)[CH2:7][CH2:6]1)([CH3:4])([CH3:2])[CH3:3]. The yield is 0.400. (4) The reactants are [CH3:1][NH:2][C:3]([C:5]([NH:10]C(=O)OC(C)(C)C)([CH2:8][CH3:9])[CH2:6][CH3:7])=[O:4].[ClH:18]. The catalyst is C(OCC)(=O)C. The product is [ClH:18].[NH2:10][C:5]([CH2:8][CH3:9])([CH2:6][CH3:7])[C:3]([NH:2][CH3:1])=[O:4]. The yield is 0.750. (5) The reactants are Br[C:2]1[CH:3]=[C:4]([CH2:16][N:17]([CH3:25])[C:18](=[O:24])[O:19][C:20]([CH3:23])([CH3:22])[CH3:21])[S:5][C:6]=1[S:7]([C:10]1[CH:15]=[CH:14][CH:13]=[CH:12][CH:11]=1)(=[O:9])=[O:8].[CH3:26][N:27]1[C:31]([Sn](CCCC)(CCCC)CCCC)=[CH:30][CH:29]=[N:28]1. The catalyst is C1(C)C=CC=CC=1.[Pd].C1(P(C2C=CC=CC=2)C2C=CC=CC=2)C=CC=CC=1.C1(P(C2C=CC=CC=2)C2C=CC=CC=2)C=CC=CC=1.C1(P(C2C=CC=CC=2)C2C=CC=CC=2)C=CC=CC=1.C1(P(C2C=CC=CC=2)C2C=CC=CC=2)C=CC=CC=1. The product is [CH3:25][N:17]([CH2:16][C:4]1[S:5][C:6]([S:7]([C:10]2[CH:15]=[CH:14][CH:13]=[CH:12][CH:11]=2)(=[O:9])=[O:8])=[C:2]([C:31]2[N:27]([CH3:26])[N:28]=[CH:29][CH:30]=2)[CH:3]=1)[C:18](=[O:24])[O:19][C:20]([CH3:23])([CH3:22])[CH3:21]. The yield is 0.850. (6) The yield is 0.300. The catalyst is CN(C=O)C.CO.C(Cl)Cl. The product is [CH3:32][C:31]([CH:28]1[CH2:27][CH2:26][N:25]([C:22]2[N:20]3[CH:21]=[C:16]([O:12][C@H:5]4[C:6]5[C:11](=[CH:10][CH:9]=[CH:8][CH:7]=5)[C@@H:2]([NH2:1])[CH2:3][CH2:4]4)[CH:17]=[CH:18][C:19]3=[N:24][N:23]=2)[CH2:30][CH2:29]1)([O:33][Si:34]([CH:41]([CH3:43])[CH3:42])([CH:38]([CH3:39])[CH3:40])[CH:35]([CH3:36])[CH3:37])[CH3:44]. The reactants are [NH2:1][C@@H:2]1[C:11]2[C:6](=[CH:7][CH:8]=[CH:9][CH:10]=2)[C@H:5]([OH:12])[CH2:4][CH2:3]1.[H-].[Na+].F[C:16]1[CH:17]=[CH:18][C:19]2[N:20]([C:22]([N:25]3[CH2:30][CH2:29][CH:28]([C:31]([CH3:44])([O:33][Si:34]([CH:41]([CH3:43])[CH3:42])([CH:38]([CH3:40])[CH3:39])[CH:35]([CH3:37])[CH3:36])[CH3:32])[CH2:27][CH2:26]3)=[N:23][N:24]=2)[CH:21]=1.N. (7) The reactants are [CH3:1][N:2]1[C:10](=[O:11])[C:9]2[C:4](=[CH:5][CH:6]=[CH:7][CH:8]=2)[CH:3]1[C:12]([O:14][CH2:15][C:16]1[CH:21]=[CH:20][CH:19]=[CH:18][CH:17]=1)=[O:13].[CH2:22]=[O:23].C1CCN2C(=NCCC2)CC1. The catalyst is O1CCOCC1. The product is [OH:23][CH2:22][C:3]1([C:12]([O:14][CH2:15][C:16]2[CH:21]=[CH:20][CH:19]=[CH:18][CH:17]=2)=[O:13])[C:4]2[C:9](=[CH:8][CH:7]=[CH:6][CH:5]=2)[C:10](=[O:11])[N:2]1[CH3:1]. The yield is 0.910. (8) The reactants are [I:1][C:2]1[CH:3]=[C:4]([OH:11])[C:5](=[CH:9][CH:10]=1)C(O)=O.CC[N:14]([CH2:17]C)CC.C1C=CC(P(N=[N+]=[N-])(C2C=CC=CC=2)=[O:26])=CC=1.CCOCC. The catalyst is C1COCC1. The product is [I:1][C:2]1[CH:10]=[CH:9][C:5]2[NH:14][C:17](=[O:26])[O:11][C:4]=2[CH:3]=1. The yield is 0.370.